This data is from Reaction yield outcomes from USPTO patents with 853,638 reactions. The task is: Predict the reaction yield, written as a fraction of the theoretical maximum amount of product (1.0 means a 100% yield; for example, 0.34 means a 34% yield). (1) The reactants are [C:1](O[K])(C)(C)C.[CH3:7][O:8][C:9]1[CH:10]=[N:11][C:12]2[CH:13]=[CH:14][CH:15]=[C:16]([CH:19]=O)[C:17]=2[N:18]=1. The catalyst is [Br-].C[P+](C1C=CC=CC=1)(C1C=CC=CC=1)C1C=CC=CC=1.C1COCC1.CCOCC. The product is [CH3:7][O:8][C:9]1[CH:10]=[N:11][C:12]2[C:17](=[C:16]([CH:19]=[CH2:1])[CH:15]=[CH:14][CH:13]=2)[N:18]=1. The yield is 0.880. (2) The reactants are C1(P(C2CCCCC2)[C:8]2[CH:13]=[CH:12][CH:11]=[CH:10][C:9]=2[C:14]2[C:19](OC)=[CH:18][CH:17]=[CH:16][C:15]=2[O:22]C)CCCCC1.[C:30]1([C:37]2[CH:42]=[CH:41][CH:40]=[CH:39][CH:38]=2)[C:31]([NH2:36])=[CH:32][CH:33]=[CH:34][CH:35]=1.IC1C2OC3C=CC=CC=3C=2C=CC=1.CC(C)([O-])C.[Na+]. The catalyst is C1C=CC(/C=C/C(/C=C/C2C=CC=CC=2)=O)=CC=1.C1C=CC(/C=C/C(/C=C/C2C=CC=CC=2)=O)=CC=1.C1C=CC(/C=C/C(/C=C/C2C=CC=CC=2)=O)=CC=1.[Pd].[Pd]. The product is [C:30]1([C:37]2[CH:38]=[CH:39][CH:40]=[CH:41][CH:42]=2)[CH:35]=[CH:34][CH:33]=[CH:32][C:31]=1[NH:36][C:16]1[C:15]2[O:22][C:10]3[CH:11]=[CH:12][CH:13]=[CH:8][C:9]=3[C:14]=2[CH:19]=[CH:18][CH:17]=1. The yield is 0.980. (3) The reactants are Cl.[CH:2]12[NH:9][CH:6]([CH2:7][CH2:8]1)[CH2:5][C:4](=[O:10])[CH2:3]2.C(N(CC)C(C)C)(C)C.[C:20]([O:24][C:25](O[C:25]([O:24][C:20]([CH3:23])([CH3:22])[CH3:21])=[O:26])=[O:26])([CH3:23])([CH3:22])[CH3:21]. The catalyst is O1CCOCC1.O. The product is [C:20]([O:24][C:25]([N:9]1[CH:6]2[CH2:7][CH2:8][CH:2]1[CH2:3][C:4](=[O:10])[CH2:5]2)=[O:26])([CH3:23])([CH3:22])[CH3:21]. The yield is 0.990. (4) The reactants are [OH-].[OH-].[C:3]1([B+2])[CH:8]=[CH:7][CH:6]=[CH:5][CH:4]=1.[F-].[K+].Br[C:13]1[S:14][CH:15]=[CH:16][CH:17]=1. The catalyst is C([O-])(=O)C.[Pd+2].C([O-])(=O)C.C(P(C(C)(C)C)C1C=CC=CC=1C1C=CC=CC=1)(C)(C)C.C1COCC1. The product is [C:3]1([C:13]2[S:14][CH:15]=[CH:16][CH:17]=2)[CH:8]=[CH:7][CH:6]=[CH:5][CH:4]=1. The yield is 0.990. (5) The reactants are [CH2:1]([NH2:9])[CH2:2][C:3]1[CH:8]=[CH:7][CH:6]=[CH:5][CH:4]=1.[CH2:10]([O:17][C:18]1[CH:23]=[CH:22][C:21]([NH:24][C:25](=[O:31])[C:26](OCC)=[O:27])=[CH:20][C:19]=1[F:32])[C:11]1[CH:16]=[CH:15][CH:14]=[CH:13][CH:12]=1. No catalyst specified. The product is [CH2:10]([O:17][C:18]1[CH:23]=[CH:22][C:21]([NH:24][C:25](=[O:31])[C:26]([NH:9][CH2:1][CH2:2][C:3]2[CH:8]=[CH:7][CH:6]=[CH:5][CH:4]=2)=[O:27])=[CH:20][C:19]=1[F:32])[C:11]1[CH:12]=[CH:13][CH:14]=[CH:15][CH:16]=1. The yield is 0.990. (6) The reactants are [S:1]1[CH:5]=[CH:4][N:3]=[C:2]1[C:6]1[CH:11]=[CH:10][C:9]([OH:12])=[CH:8][CH:7]=1.[C:13]([O:17][C:18]([N:20]1[CH2:24][CH2:23][CH2:22][C@@H:21]1[CH2:25][O:26][C:27]1[CH:32]=[CH:31][C:30](I)=[CH:29][CH:28]=1)=[O:19])([CH3:16])([CH3:15])[CH3:14].Cl.C(=O)([O-])[O-].[Cs+].[Cs+]. The catalyst is O1CCOCC1.[Cu]I. The product is [C:13]([O:17][C:18]([N:20]1[CH2:24][CH2:23][CH2:22][C@@H:21]1[CH2:25][O:26][C:27]1[CH:28]=[CH:29][C:30]([O:12][C:9]2[CH:10]=[CH:11][C:6]([C:2]3[S:1][CH:5]=[CH:4][N:3]=3)=[CH:7][CH:8]=2)=[CH:31][CH:32]=1)=[O:19])([CH3:16])([CH3:14])[CH3:15]. The yield is 0.690. (7) The reactants are [CH2:1]([O:3][C:4](=[O:33])[CH2:5][NH:6][C:7]([N:9]([CH2:18][C:19]1[CH:24]=[CH:23][C:22]([CH2:25][CH2:26][CH2:27][CH2:28][CH2:29][CH2:30][CH2:31][CH3:32])=[CH:21][CH:20]=1)[NH:10]C(OC(C)(C)C)=O)=[O:8])[CH3:2].C(C1C=CC(N(C)C(=O)OC(C)(C)C)=CC=1)CCCCCCC. No catalyst specified. The product is [CH2:25]([C:22]1[CH:23]=[CH:24][C:19]([CH2:18][N:9]([C:7]([NH:6][CH2:5][C:4]([O:3][CH2:1][CH3:2])=[O:33])=[O:8])[NH2:10])=[CH:20][CH:21]=1)[CH2:26][CH2:27][CH2:28][CH2:29][CH2:30][CH2:31][CH3:32]. The yield is 0.890. (8) The yield is 0.787. The catalyst is C(OC(=O)C)C. The product is [C:1]1([C:7]([CH:17]2[CH:22]3[CH2:23][CH2:24][N:19]([CH2:20][CH2:21]3)[CH2:18]2)([OH:16])[CH2:8][CH2:9][C:10]2[CH:15]=[CH:14][CH:13]=[CH:12][CH:11]=2)[CH:6]=[CH:5][CH:4]=[CH:3][CH:2]=1. The reactants are [C:1]1([C:7]([CH:17]2[CH:22]3[CH2:23][CH2:24][N:19]([CH2:20][CH2:21]3)[CH2:18]2)([OH:16])[C:8]#[C:9][C:10]2[CH:15]=[CH:14][CH:13]=[CH:12][CH:11]=2)[CH:6]=[CH:5][CH:4]=[CH:3][CH:2]=1.